From a dataset of Reaction yield outcomes from USPTO patents with 853,638 reactions. Predict the reaction yield, written as a fraction of the theoretical maximum amount of product (1.0 means a 100% yield; for example, 0.34 means a 34% yield). (1) The reactants are [OH:1][C:2]1[CH:3]=[C:4]([C:9]2([C:12]([OH:14])=[O:13])[CH2:11][CH2:10]2)[CH:5]=[CH:6][C:7]=1[OH:8].[CH3:15]C1C=CC(S(O)(=O)=O)=CC=1. The catalyst is CO. The product is [OH:1][C:2]1[CH:3]=[C:4]([C:9]2([C:12]([O:14][CH3:15])=[O:13])[CH2:11][CH2:10]2)[CH:5]=[CH:6][C:7]=1[OH:8]. The yield is 0.910. (2) The reactants are C1(C)C=CC(S([CH:10]([N+:18]#[C-:19])[C:11]2[CH:16]=[CH:15][C:14]([F:17])=[CH:13][CH:12]=2)(=O)=O)=CC=1.[N:21]1[CH:26]=[CH:25][C:24]([CH:27]=[N:28][CH:29]2[CH2:37][CH:36]3[N:32]([CH2:33][CH2:34][CH2:35]3)[CH2:31][CH2:30]2)=[CH:23][CH:22]=1.C1CCN2C(=NCCC2)CC1. The catalyst is ClCCl. The product is [F:17][C:14]1[CH:13]=[CH:12][C:11]([C:10]2[N:18]=[CH:19][N:28]([CH:29]3[CH2:37][CH:36]4[N:32]([CH2:33][CH2:34][CH2:35]4)[CH2:31][CH2:30]3)[C:27]=2[C:24]2[CH:23]=[CH:22][N:21]=[CH:26][CH:25]=2)=[CH:16][CH:15]=1. The yield is 0.140. (3) The reactants are [CH2:1]([N:5]1[C:14]2[CH2:13][CH2:12][CH2:11][CH2:10][C:9]=2[CH:8]=[C:7](C=O)[C:6]1=[O:17])[CH2:2][CH2:3][CH3:4].ClC1C=CC=C(C(OO)=[O:26])C=1.S([O-])([O-])(=O)=S.[Na+].[Na+].[OH-].[Na+].Cl. The catalyst is C(Cl)Cl. The product is [CH2:1]([N:5]1[C:14]2[CH2:13][CH2:12][CH2:11][CH2:10][C:9]=2[CH:8]=[C:7]([OH:26])[C:6]1=[O:17])[CH2:2][CH2:3][CH3:4]. The yield is 0.540.